The task is: Predict the reactants needed to synthesize the given product.. This data is from Full USPTO retrosynthesis dataset with 1.9M reactions from patents (1976-2016). (1) Given the product [NH:13]1[C:14]2[CH:19]=[CH:18][CH:17]=[CH:16][C:15]=2[N:11]=[C:12]1[C@H:8]([NH:9][C:10]([NH:23][CH:24]1[CH2:29][CH2:28][N:27]([C:30](=[O:32])[CH3:31])[CH2:26][CH2:25]1)=[O:20])[CH2:7][C:6]1[CH:21]=[CH:22][C:3]([O:2][CH3:1])=[CH:4][CH:5]=1, predict the reactants needed to synthesize it. The reactants are: [CH3:1][O:2][C:3]1[CH:22]=[CH:21][C:6]([CH2:7][C@@H:8]2[C:12]3=[N:13][C:14]4[CH:19]=[CH:18][CH:17]=[CH:16][C:15]=4[N:11]3[C:10](=[O:20])[NH:9]2)=[CH:5][CH:4]=1.[NH2:23][CH:24]1[CH2:29][CH2:28][N:27]([C:30](=[O:32])[CH3:31])[CH2:26][CH2:25]1.C(O)(C(F)(F)F)=O. (2) The reactants are: [Cl:1][C:2]1[CH:7]=[C:6]([N+:8]([O-])=O)[CH:5]=[CH:4][C:3]=1[O:11][C:12]1[CH:17]=[CH:16][CH:15]=[CH:14][CH:13]=1.[Cl-].[NH4+].CO. Given the product [Cl:1][C:2]1[CH:7]=[C:6]([CH:5]=[CH:4][C:3]=1[O:11][C:12]1[CH:17]=[CH:16][CH:15]=[CH:14][CH:13]=1)[NH2:8], predict the reactants needed to synthesize it.